This data is from NCI-60 drug combinations with 297,098 pairs across 59 cell lines. The task is: Regression. Given two drug SMILES strings and cell line genomic features, predict the synergy score measuring deviation from expected non-interaction effect. (1) Drug 1: CCC1=CC2CC(C3=C(CN(C2)C1)C4=CC=CC=C4N3)(C5=C(C=C6C(=C5)C78CCN9C7C(C=CC9)(C(C(C8N6C)(C(=O)OC)O)OC(=O)C)CC)OC)C(=O)OC.C(C(C(=O)O)O)(C(=O)O)O. Drug 2: COC1=C2C(=CC3=C1OC=C3)C=CC(=O)O2. Cell line: HCT116. Synergy scores: CSS=7.46, Synergy_ZIP=-0.647, Synergy_Bliss=-5.12, Synergy_Loewe=-43.8, Synergy_HSA=-4.47. (2) Drug 1: COC1=NC(=NC2=C1N=CN2C3C(C(C(O3)CO)O)O)N. Drug 2: CC1=C2C(C(=O)C3(C(CC4C(C3C(C(C2(C)C)(CC1OC(=O)C(C(C5=CC=CC=C5)NC(=O)C6=CC=CC=C6)O)O)OC(=O)C7=CC=CC=C7)(CO4)OC(=O)C)O)C)OC(=O)C. Cell line: MALME-3M. Synergy scores: CSS=-1.21, Synergy_ZIP=0.998, Synergy_Bliss=-11.1, Synergy_Loewe=-15.9, Synergy_HSA=-9.87.